The task is: Predict the product of the given reaction.. This data is from Forward reaction prediction with 1.9M reactions from USPTO patents (1976-2016). (1) Given the reactants [Cl:1][C:2]1[CH:3]=[C:4]2[C:9](=[CH:10][CH:11]=1)[CH2:8][NH:7][CH2:6][CH2:5]2.[CH:12]1([CH2:15][O:16][C:17]2[CH:25]=[CH:24][C:23]([S:26]([CH3:29])(=[O:28])=[O:27])=[CH:22][C:18]=2[C:19](O)=[O:20])[CH2:14][CH2:13]1, predict the reaction product. The product is: [Cl:1][C:2]1[CH:3]=[C:4]2[C:9](=[CH:10][CH:11]=1)[CH2:8][N:7]([C:19]([C:18]1[CH:22]=[C:23]([S:26]([CH3:29])(=[O:28])=[O:27])[CH:24]=[CH:25][C:17]=1[O:16][CH2:15][CH:12]1[CH2:14][CH2:13]1)=[O:20])[CH2:6][CH2:5]2. (2) Given the reactants [Cl:1][C:2]1[CH:3]=[C:4]([C@@H:9]2[O:15][CH2:14][CH2:13][N:12]([C:16]([O:18][C:19]([CH3:22])([CH3:21])[CH3:20])=[O:17])[CH2:11][C@H:10]2[CH2:23]OS(C)(=O)=O)[CH:5]=[CH:6][C:7]=1[Cl:8].[N-:29]=[N+:30]=[N-:31].[Na+], predict the reaction product. The product is: [N:29]([CH2:23][C@H:10]1[C@H:9]([C:4]2[CH:5]=[CH:6][C:7]([Cl:8])=[C:2]([Cl:1])[CH:3]=2)[O:15][CH2:14][CH2:13][N:12]([C:16]([O:18][C:19]([CH3:22])([CH3:21])[CH3:20])=[O:17])[CH2:11]1)=[N+:30]=[N-:31]. (3) Given the reactants C([O:4][C:5]1[C:9]2[CH:10]=[C:11](Cl)[CH:12]=[C:13](CN3CCN(C)CC3)[C:8]=2[O:7][CH:6]=1)(=O)C.O.Cl, predict the reaction product. The product is: [O:7]1[C:8]2[CH:13]=[CH:12][CH:11]=[CH:10][C:9]=2[C:5](=[O:4])[CH2:6]1. (4) Given the reactants C(O[C:6]([NH:8][NH:9][CH:10]1[CH2:14][CH2:13][CH2:12][CH2:11]1)=O)(C)(C)C.Cl.[C:16]([C:19](=CN(C)C)[C:20]([O:22][CH2:23][CH3:24])=[O:21])(=O)[CH3:17], predict the reaction product. The product is: [CH:10]1([N:9]2[C:16]([CH3:17])=[C:19]([C:20]([O:22][CH2:23][CH3:24])=[O:21])[CH:6]=[N:8]2)[CH2:11][CH2:12][CH2:13][CH2:14]1. (5) Given the reactants [CH3:1][C:2]1[C:3]([CH2:22][N:23]2[CH2:28][CH2:27][C@H:26]([OH:29])[CH2:25][C@H:24]2[C:30]2[CH:37]=[CH:36]C(C#N)=[CH:32][CH:31]=2)=[C:4]2[C:8](=[C:9]([CH3:11])[CH:10]=1)[N:7](S(C1C=CC(C)=CC=1)(=O)=O)[CH:6]=[CH:5]2.[OH-].[K+].C(N)CC(C)C.[CH3:46][C:47]([OH:49])=[O:48], predict the reaction product. The product is: [CH3:1][C:2]1[C:3]([CH2:22][N:23]2[CH2:28][CH2:27][C@H:26]([OH:29])[CH2:25][C@H:24]2[C:30]2[CH:37]=[CH:36][C:46]([C:47]([OH:49])=[O:48])=[CH:32][CH:31]=2)=[C:4]2[C:8](=[C:9]([CH3:11])[CH:10]=1)[NH:7][CH:6]=[CH:5]2.